Dataset: Full USPTO retrosynthesis dataset with 1.9M reactions from patents (1976-2016). Task: Predict the reactants needed to synthesize the given product. (1) Given the product [Cl:41][C:29]1[CH:28]=[CH:27][C:26]([C:4]2[C:5]([C@@H:8]([NH:18][C:19](=[O:25])[O:20][C:21]([CH3:23])([CH3:22])[CH3:24])[CH2:9][C:10]3[CH:15]=[C:14]([F:16])[CH:13]=[C:12]([F:17])[CH:11]=3)=[N:6][CH:7]=[C:2]([C:48]#[N:49])[CH:3]=2)=[C:34]2[C:30]=1[C:31]([NH:36][S:37]([CH3:40])(=[O:38])=[O:39])=[N:32][N:33]2[CH3:35], predict the reactants needed to synthesize it. The reactants are: Br[C:2]1[CH:3]=[C:4]([C:26]2[CH:27]=[CH:28][C:29]([Cl:41])=[C:30]3[C:34]=2[N:33]([CH3:35])[N:32]=[C:31]3[NH:36][S:37]([CH3:40])(=[O:39])=[O:38])[C:5]([C@@H:8]([NH:18][C:19](=[O:25])[O:20][C:21]([CH3:24])([CH3:23])[CH3:22])[CH2:9][C:10]2[CH:15]=[C:14]([F:16])[CH:13]=[C:12]([F:17])[CH:11]=2)=[N:6][CH:7]=1.CCOC(C)=O.[CH3:48][N:49](C=O)C. (2) The reactants are: [F:1][C:2]1[CH:16]=[CH:15][CH:14]=[C:13]([F:17])[C:3]=1[CH2:4][O:5][C:6]1[C:7]([NH2:12])=[N:8][CH:9]=[CH:10][CH:11]=1.Cl[CH:19]([C:25]([CH:27]1[CH2:29][CH2:28]1)=O)[C:20]([O:22][CH2:23][CH3:24])=[O:21].CS(C)=O.O. Given the product [CH:27]1([C:25]2[N:12]=[C:7]3[C:6]([O:5][CH2:4][C:3]4[C:13]([F:17])=[CH:14][CH:15]=[CH:16][C:2]=4[F:1])=[CH:11][CH:10]=[CH:9][N:8]3[C:19]=2[C:20]([O:22][CH2:23][CH3:24])=[O:21])[CH2:29][CH2:28]1, predict the reactants needed to synthesize it. (3) Given the product [C:23]1([S:20]([C:14]2[CH:13]=[C:12]3[C:17]([CH2:18][CH2:19][CH:10]([CH2:9][NH:7][CH3:6])[O:11]3)=[CH:16][CH:15]=2)(=[O:22])=[O:21])[CH:24]=[CH:25][CH:26]=[CH:27][CH:28]=1, predict the reactants needed to synthesize it. The reactants are: C(O[C:6](=O)[N:7]([CH2:9][CH:10]1[CH2:19][CH2:18][C:17]2[C:12](=[CH:13][C:14]([S:20]([C:23]3[CH:28]=[CH:27][CH:26]=[CH:25][CH:24]=3)(=[O:22])=[O:21])=[CH:15][CH:16]=2)[O:11]1)C)(C)(C)C.C(O)(C(F)(F)F)=O. (4) The reactants are: [CH3:1][C:2]1[O:6][N:5]=[C:4]([C:7]2[CH:12]=[CH:11][CH:10]=[CH:9][CH:8]=2)[C:3]=1[CH2:13][O:14][C:15]1[CH:23]=[CH:22][C:18]([C:19]([OH:21])=O)=[CH:17][N:16]=1.[CH:24]1([NH2:29])[CH2:28][CH2:27][CH2:26][CH2:25]1. Given the product [CH:24]1([NH:29][C:19](=[O:21])[C:18]2[CH:22]=[CH:23][C:15]([O:14][CH2:13][C:3]3[C:4]([C:7]4[CH:8]=[CH:9][CH:10]=[CH:11][CH:12]=4)=[N:5][O:6][C:2]=3[CH3:1])=[N:16][CH:17]=2)[CH2:28][CH2:27][CH2:26][CH2:25]1, predict the reactants needed to synthesize it. (5) The reactants are: [NH2:1][C:2]1[C:7]([N+:8]([O-])=O)=[CH:6][CH:5]=[C:4]([CH3:11])[N:3]=1. Given the product [NH2:1][C:2]1[C:7]([NH2:8])=[CH:6][CH:5]=[C:4]([CH3:11])[N:3]=1, predict the reactants needed to synthesize it. (6) Given the product [Cl:18][C:19]1[CH:20]=[CH:21][C:22]([C:25]([C:2]2[CH:7]=[C:6]([C:8]([F:11])([F:10])[F:9])[CH:5]=[C:4]([F:12])[CH:3]=2)([NH2:26])[CH2:32][C:33]2[CH:38]=[CH:37][CH:36]=[CH:35][CH:34]=2)=[N:23][CH:24]=1, predict the reactants needed to synthesize it. The reactants are: Br[C:2]1[CH:7]=[C:6]([C:8]([F:11])([F:10])[F:9])[CH:5]=[C:4]([F:12])[CH:3]=1.[Li]CCCC.[Cl:18][C:19]1[CH:20]=[CH:21][C:22]([C:25]#[N:26])=[N:23][CH:24]=1.C[Si](C)(C)Cl.[CH2:32]([Mg]Cl)[C:33]1[CH:38]=[CH:37][CH:36]=[CH:35][CH:34]=1. (7) Given the product [CH3:18][C:16]1([CH3:19])[O:15][CH:14]2[CH2:20][CH2:21][CH:11]([C:3]3[CH:4]=[CH:5][C:6]([NH2:8])=[CH:7][C:2]=3[F:1])[CH2:12][CH:13]2[O:17]1, predict the reactants needed to synthesize it. The reactants are: [F:1][C:2]1[CH:7]=[C:6]([N+:8]([O-])=O)[CH:5]=[CH:4][C:3]=1[CH:11]1[CH2:21][CH2:20][CH:14]2[O:15][C:16]([CH3:19])([CH3:18])[O:17][CH:13]2[CH2:12]1.[CH2-]C(C)=O.FC1C=C([N+]([O-])=O)C=CC=1C1CCC2OC(C)(C)OC2C1. (8) Given the product [I:1][C:2]1[C:6]([C:7]2[N:11]=[CH:10][N:9]([CH2:30][O:31][CH2:32][CH2:33][Si:34]([CH3:37])([CH3:36])[CH3:35])[N:8]=2)=[CH:5][N:4]([C:12]2[C:17]([CH3:18])=[CH:16][N:15]=[C:14]([NH:19][C:20](=[O:22])[CH3:21])[CH:13]=2)[N:3]=1, predict the reactants needed to synthesize it. The reactants are: [I:1][C:2]1[C:6]([C:7]2[N:11]=[CH:10][NH:9][N:8]=2)=[CH:5][N:4]([C:12]2[C:17]([CH3:18])=[CH:16][N:15]=[C:14]([NH:19][C:20](=[O:22])[CH3:21])[CH:13]=2)[N:3]=1.C(=O)([O-])[O-].[Cs+].[Cs+].Cl[CH2:30][O:31][CH2:32][CH2:33][Si:34]([CH3:37])([CH3:36])[CH3:35].